From a dataset of Catalyst prediction with 721,799 reactions and 888 catalyst types from USPTO. Predict which catalyst facilitates the given reaction. (1) The catalyst class is: 1. Reactant: [F:1][C:2]([F:8])([CH:5]([F:7])[F:6])[CH2:3][OH:4].CC(C)([O-])C.[K+].Cl[C:16]1[N:17]=[CH:18][C:19]([C:22]([O:24][C:25]([CH3:28])([CH3:27])[CH3:26])=[O:23])=[N:20][CH:21]=1. Product: [F:1][C:2]([F:8])([CH:5]([F:7])[F:6])[CH2:3][O:4][C:16]1[N:17]=[CH:18][C:19]([C:22]([O:24][C:25]([CH3:28])([CH3:27])[CH3:26])=[O:23])=[N:20][CH:21]=1. (2) Reactant: [CH2:1]([C:3]1[CH:12]=[CH:11][C:6]([C:7]([O:9]C)=[O:8])=[C:5]([CH3:13])[CH:4]=1)[CH3:2]. Product: [CH2:1]([C:3]1[CH:12]=[CH:11][C:6]([C:7]([OH:9])=[O:8])=[C:5]([CH3:13])[CH:4]=1)[CH3:2]. The catalyst class is: 74. (3) Reactant: [C:1]([C:3]1[CH:4]=[C:5]([C:13]2[S:14][C:15]([C:18]3[CH:26]=[CH:25][CH:24]=[C:23]4[C:19]=3[CH2:20][CH2:21][C@@H:22]4[NH:27][CH2:28][C:29]([O:31][CH3:32])=[O:30])=[CH:16][N:17]=2)[CH:6]=[CH:7][C:8]=1[O:9][CH:10]([CH3:12])[CH3:11])#[N:2].[C:33](O[C:33]([O:35][C:36]([CH3:39])([CH3:38])[CH3:37])=[O:34])([O:35][C:36]([CH3:39])([CH3:38])[CH3:37])=[O:34]. Product: [C:36]([O:35][C:33]([N:27]([C@@H:22]1[C:23]2[C:19](=[C:18]([C:15]3[S:14][C:13]([C:5]4[CH:6]=[CH:7][C:8]([O:9][CH:10]([CH3:12])[CH3:11])=[C:3]([C:1]#[N:2])[CH:4]=4)=[N:17][CH:16]=3)[CH:26]=[CH:25][CH:24]=2)[CH2:20][CH2:21]1)[CH2:28][C:29]([O:31][CH3:32])=[O:30])=[O:34])([CH3:39])([CH3:38])[CH3:37]. The catalyst class is: 2. (4) The catalyst class is: 8. Product: [CH2:1]([N:3]([CH2:42][CH3:43])[C:4]1[CH:9]=[CH:8][C:7]([C:10]2([C:36]3[CH:37]=[CH:72][CH:71]=[CH:70][CH:75]=3)[O:15][C:14]3[C:16]4[C:21]([C:22]([C:58]5[CH:59]=[CH:60][C:55]([C:52]6[CH:53]=[CH:54][C:49]([CH2:44][CH2:45][CH2:46][CH2:47][CH3:48])=[CH:50][CH:51]=6)=[CH:56][CH:57]=5)=[C:23]([C:24]([O:26][CH3:27])=[O:25])[C:13]=3[CH:12]=[CH:11]2)=[CH:20][CH:19]=[CH:18][CH:17]=4)=[CH:6][CH:5]=1)[CH3:2]. Reactant: [CH2:1]([N:3]([CH2:42][CH3:43])[C:4]1[CH:9]=[CH:8][C:7]([C:10]2([C:36]3C=CC=C[CH:37]=3)[O:15][C:14]3[C:16]4[C:21]([C:22](OS(C(F)(F)F)(=O)=O)=[C:23]([C:24]([O:26][CH3:27])=[O:25])[C:13]=3[CH:12]=[CH:11]2)=[CH:20][CH:19]=[CH:18][CH:17]=4)=[CH:6][CH:5]=1)[CH3:2].[CH2:44]([C:49]1[CH:54]=[CH:53][C:52]([C:55]2[CH:60]=[CH:59][C:58](B(O)O)=[CH:57][CH:56]=2)=[CH:51][CH:50]=1)[CH2:45][CH2:46][CH2:47][CH3:48].C([O-])([O-])=O.[K+].[K+].[C:70]1(C)[CH:75]=CC=[CH:72][CH:71]=1. (5) Reactant: [Cl:1][C:2]1[CH:3]=[C:4]([NH:9][C:10](=[NH:13])SC)[CH:5]=[CH:6][C:7]=1[Cl:8].[NH4+:14].[OH-]. Product: [Cl:1][C:2]1[CH:3]=[C:4]([NH:9][C:10]([NH2:13])=[NH:14])[CH:5]=[CH:6][C:7]=1[Cl:8]. The catalyst class is: 8. (6) Product: [CH2:12]([O:14][C:15](=[C:2]([C:3]([O:5][CH2:6][CH3:7])=[O:4])[C:1]([O:9][CH2:10][CH3:11])=[O:8])[CH3:16])[CH3:13]. The catalyst class is: 530. Reactant: [C:1]([O:9][CH2:10][CH3:11])(=[O:8])[CH2:2][C:3]([O:5][CH2:6][CH3:7])=[O:4].[C:12](OCC)(OCC)([O:14][CH2:15][CH3:16])[CH3:13].C(OC(=O)C)(=O)C.